Task: Predict the reaction yield, written as a fraction of the theoretical maximum amount of product (1.0 means a 100% yield; for example, 0.34 means a 34% yield).. Dataset: Reaction yield outcomes from USPTO patents with 853,638 reactions (1) The reactants are [C:1]1([N:7]2[C:19]3[CH:18]=[CH:17][CH:16]=[CH:15][C:14]=3[C:13]3[C:8]2=[CH:9][CH:10]=[CH:11][CH:12]=3)[CH:6]=[CH:5][CH:4]=[CH:3][CH:2]=1.[Br:20]N1C(=O)CCC1=O. The catalyst is C(O)(=O)C. The product is [Br:20][C:16]1[CH:17]=[CH:18][C:19]2[N:7]([C:1]3[CH:2]=[CH:3][CH:4]=[CH:5][CH:6]=3)[C:8]3[C:13]([C:14]=2[CH:15]=1)=[CH:12][CH:11]=[CH:10][CH:9]=3. The yield is 0.880. (2) The reactants are [Cl:1][CH2:2][C:3]([C:5]1[CH:10]=[CH:9][CH:8]=[CH:7][CH:6]=1)=[O:4].[S:11]1[CH:15]=[C:14]([CH:16]([N:28]([CH3:35])[C:29]2[CH:34]=[CH:33][CH:32]=[CH:31][CH:30]=2)[C:17]([O:19][C@@H:20]2[CH:25]3[CH2:26][CH2:27][N:22]([CH2:23][CH2:24]3)[CH2:21]2)=[O:18])[C:13]2[CH:36]=[CH:37][CH:38]=[CH:39][C:12]1=2. The catalyst is C(#N)C. The product is [Cl-:1].[S:11]1[CH:15]=[C:14]([CH:16]([N:28]([CH3:35])[C:29]2[CH:34]=[CH:33][CH:32]=[CH:31][CH:30]=2)[C:17]([O:19][C@@H:20]2[CH:25]3[CH2:26][CH2:27][N+:22]([CH2:2][C:3](=[O:4])[C:5]4[CH:10]=[CH:9][CH:8]=[CH:7][CH:6]=4)([CH2:23][CH2:24]3)[CH2:21]2)=[O:18])[C:13]2[CH:36]=[CH:37][CH:38]=[CH:39][C:12]1=2. The yield is 0.726. (3) The reactants are C[O:2][C:3]([C:5]1[CH:6]=[C:7]2[C:12](=[CH:13][CH:14]=1)[CH2:11][N:10]([C:15]([CH:17]1[CH2:22][CH2:21][CH2:20][CH2:19][CH2:18]1)=[O:16])[CH2:9][CH2:8]2)=[O:4].[OH-].[K+]. The catalyst is CC(O)C. The product is [CH:17]1([C:15]([N:10]2[CH2:9][CH2:8][C:7]3[C:12](=[CH:13][CH:14]=[C:5]([C:3]([OH:4])=[O:2])[CH:6]=3)[CH2:11]2)=[O:16])[CH2:22][CH2:21][CH2:20][CH2:19][CH2:18]1. The yield is 0.940.